This data is from Forward reaction prediction with 1.9M reactions from USPTO patents (1976-2016). The task is: Predict the product of the given reaction. (1) Given the reactants [F:1][C:2]1[CH:3]=[C:4]([C:10]2[N:11]=[C:12]([N:27]3[CH2:32][CH2:31][O:30][CH2:29][CH2:28]3)[C:13]3[S:18][C:17]([CH2:19][N:20]4[CH2:25][CH2:24][N:23]([CH3:26])[CH2:22][CH2:21]4)=[CH:16][C:14]=3[N:15]=2)[C:5]([CH3:9])=[C:6]([NH2:8])[CH:7]=1.[N:33](OCCC(C)C)=O, predict the reaction product. The product is: [F:1][C:2]1[CH:7]=[C:6]2[C:5]([CH:9]=[N:33][NH:8]2)=[C:4]([C:10]2[N:11]=[C:12]([N:27]3[CH2:28][CH2:29][O:30][CH2:31][CH2:32]3)[C:13]3[S:18][C:17]([CH2:19][N:20]4[CH2:21][CH2:22][N:23]([CH3:26])[CH2:24][CH2:25]4)=[CH:16][C:14]=3[N:15]=2)[CH:3]=1. (2) Given the reactants Cl.[NH2:2][OH:3].[OH-].[K+].[CH2:6]([O:8][C@H:9]([CH2:15][C:16]1[CH:21]=[CH:20][C:19]([O:22][CH2:23][C@@H:24]([OH:33])[C:25]2[CH:30]=[CH:29][CH:28]=[C:27]([O:31][CH3:32])[CH:26]=2)=[CH:18][CH:17]=1)[C:10](OCC)=[O:11])[CH3:7].NO, predict the reaction product. The product is: [CH2:6]([O:8][C@H:9]([CH2:15][C:16]1[CH:21]=[CH:20][C:19]([O:22][CH2:23][C@@H:24]([OH:33])[C:25]2[CH:30]=[CH:29][CH:28]=[C:27]([O:31][CH3:32])[CH:26]=2)=[CH:18][CH:17]=1)[C:10]([NH:2][OH:3])=[O:11])[CH3:7]. (3) Given the reactants [OH2:1].[CH2:2](Cl)[C:3]1[CH:8]=[CH:7][CH:6]=[CH:5][CH:4]=1.[C]=O.CN1CCC[C:14]1=[O:18], predict the reaction product. The product is: [C:3]1([CH2:2][C:14]([OH:18])=[O:1])[CH:8]=[CH:7][CH:6]=[CH:5][CH:4]=1. (4) Given the reactants [C:1]([O:5][C:6]([N:8]([C:16]1[C:21]([C:22]#[C:23][Si](C)(C)C)=[N:20][C:19]([C:28]2[CH:33]=[CH:32][C:31]([S:34]([CH:37]([CH3:39])[CH3:38])(=[O:36])=[O:35])=[CH:30][CH:29]=2)=[CH:18][N:17]=1)[C:9](=[O:15])[O:10][C:11]([CH3:14])([CH3:13])[CH3:12])=[O:7])([CH3:4])([CH3:3])[CH3:2].C(=O)([O-])[O-].[Na+].[Na+], predict the reaction product. The product is: [C:1]([O:5][C:6]([N:8]([C:16]1[C:21]([C:22]#[CH:23])=[N:20][C:19]([C:28]2[CH:29]=[CH:30][C:31]([S:34]([CH:37]([CH3:39])[CH3:38])(=[O:36])=[O:35])=[CH:32][CH:33]=2)=[CH:18][N:17]=1)[C:9](=[O:15])[O:10][C:11]([CH3:13])([CH3:14])[CH3:12])=[O:7])([CH3:2])([CH3:3])[CH3:4]. (5) Given the reactants [OH:1][C:2]1[CH:7]=[CH:6][N:5]=[C:4]([N:8]2[C:17](=[O:18])[C:16]3[C:11](=[CH:12][C:13]([C:19]([OH:21])=O)=[CH:14][CH:15]=3)[NH:10][C:9]2=[S:22])[CH:3]=1.[Cl:23][C:24]1[CH:25]=[C:26]([CH:29]=[CH:30][CH:31]=1)[CH2:27][NH2:28].CCN(C(C)C)C(C)C.CN(C(ON1N=NC2C=CC=NC1=2)=[N+](C)C)C.F[P-](F)(F)(F)(F)F, predict the reaction product. The product is: [Cl:23][C:24]1[CH:25]=[C:26]([CH:29]=[CH:30][CH:31]=1)[CH2:27][NH:28][C:19]([C:13]1[CH:12]=[C:11]2[C:16]([C:17](=[O:18])[N:8]([C:4]3[CH:3]=[C:2]([OH:1])[CH:7]=[CH:6][N:5]=3)[C:9](=[S:22])[NH:10]2)=[CH:15][CH:14]=1)=[O:21]. (6) Given the reactants [Cl:1][C:2]1[N:7]=[N:6][C:5]([NH2:8])=[CH:4][CH:3]=1.C(N(CC)CC)C.[Cl:16][CH2:17][C:18](O)=O.P(Cl)(Cl)(Cl)=O, predict the reaction product. The product is: [Cl:16][C:17]1[N:8]=[C:5]2[CH:4]=[CH:3][C:2]([Cl:1])=[N:7][N:6]2[CH:18]=1. (7) Given the reactants Cl[C:2]1[CH:11]=[CH:10][C:9]2[C:4](=[CH:5][CH:6]=[C:7](Cl)[CH:8]=2)[N:3]=1.[O:13]([CH2:20][CH2:21][NH2:22])[C:14]1[CH:19]=[CH:18][CH:17]=[CH:16][CH:15]=1.[CH3:23][NH:24][CH2:25][C:26]1[CH:27]=[N:28][CH:29]=[CH:30][CH:31]=1, predict the reaction product. The product is: [CH3:23][N:24]([CH2:25][C:26]1[CH:27]=[N:28][CH:29]=[CH:30][CH:31]=1)[C:7]1[CH:8]=[C:9]2[C:4](=[CH:5][CH:6]=1)[N:3]=[C:2]([NH:22][CH2:21][CH2:20][O:13][C:14]1[CH:19]=[CH:18][CH:17]=[CH:16][CH:15]=1)[CH:11]=[CH:10]2. (8) Given the reactants [F:1][C:2]1[CH:10]=[CH:9][C:8]([C:11]2[CH:16]=[CH:15][CH:14]=[C:13]([F:17])[CH:12]=2)=[CH:7][C:3]=1[C:4]([OH:6])=O.C(Cl)(C(Cl)=O)=O.[NH2:24][C:25]1[C:26]([F:33])=[C:27]([OH:32])[CH:28]=[CH:29][C:30]=1[Cl:31].C([O-])(O)=O.[Na+], predict the reaction product. The product is: [Cl:31][C:30]1[C:25]([NH:24][C:4](=[O:6])[C:3]2[CH:7]=[C:8]([C:11]3[CH:16]=[CH:15][CH:14]=[C:13]([F:17])[CH:12]=3)[CH:9]=[CH:10][C:2]=2[F:1])=[C:26]([F:33])[C:27]([OH:32])=[CH:28][CH:29]=1.